From a dataset of Reaction yield outcomes from USPTO patents with 853,638 reactions. Predict the reaction yield, written as a fraction of the theoretical maximum amount of product (1.0 means a 100% yield; for example, 0.34 means a 34% yield). (1) The reactants are C([O:3][C:4]([C:6]1([NH:16][C:17](=[O:30])[C:18]2[CH:23]=[CH:22][CH:21]=[C:20]([CH3:24])[C:19]=2[O:25][CH:26]2[CH2:29][CH2:28][CH2:27]2)[CH2:14][C:13]2[C:8](=[CH:9][CH:10]=[C:11]([F:15])[CH:12]=2)[CH2:7]1)=[O:5])C.[OH-].[K+].O. The catalyst is CCO. The product is [CH:26]1([O:25][C:19]2[C:20]([CH3:24])=[CH:21][CH:22]=[CH:23][C:18]=2[C:17]([NH:16][C:6]2([C:4]([OH:5])=[O:3])[CH2:14][C:13]3[C:8](=[CH:9][CH:10]=[C:11]([F:15])[CH:12]=3)[CH2:7]2)=[O:30])[CH2:27][CH2:28][CH2:29]1. The yield is 0.990. (2) The reactants are [C:1]([O:5][C:6]([N:8]1[CH2:13][CH:12]=[C:11]([C:14]2[CH:19]=[CH:18][C:17]([Cl:20])=[CH:16][CH:15]=2)[CH2:10][CH2:9]1)=[O:7])([CH3:4])([CH3:3])[CH3:2].ClC1C=CC=C(C(OO)=[O:29])C=1. The catalyst is C(Cl)Cl. The product is [C:1]([O:5][C:6]([N:8]1[CH2:9][CH2:10][C:11]2([C:14]3[CH:19]=[CH:18][C:17]([Cl:20])=[CH:16][CH:15]=3)[CH:12]([O:29]2)[CH2:13]1)=[O:7])([CH3:4])([CH3:2])[CH3:3]. The yield is 0.710. (3) The reactants are [NH2:1][CH:2]1[CH2:7][CH2:6][N:5]([CH2:8][CH2:9][N:10]2[C:15]3[CH:16]=[C:17]([C:20]#[N:21])[CH:18]=[CH:19][C:14]=3[O:13][CH2:12][C:11]2=[O:22])[CH2:4][CH2:3]1.[O:23]=[C:24]1[CH2:29][O:28][C:27]2[CH:30]=[CH:31][C:32]([CH:34]=O)=[N:33][C:26]=2[NH:25]1.C([BH3-])#N.[Na+]. No catalyst specified. The product is [O:22]=[C:11]1[N:10]([CH2:9][CH2:8][N:5]2[CH2:6][CH2:7][CH:2]([NH:1][CH2:34][C:32]3[CH:31]=[CH:30][C:27]4[O:28][CH2:29][C:24](=[O:23])[NH:25][C:26]=4[N:33]=3)[CH2:3][CH2:4]2)[C:15]2[CH:16]=[C:17]([C:20]#[N:21])[CH:18]=[CH:19][C:14]=2[O:13][CH2:12]1. The yield is 0.190. (4) The reactants are [Br:1][C:2]1[CH:3]=[CH:4][C:5]([N+:10]([O-])=O)=[C:6]([CH:9]=1)[CH:7]=O.O.O.[Sn](Cl)Cl.[CH2:18]([O:20][C:21](=[O:30])[CH2:22][CH:23](OCC)OCC)[CH3:19]. The catalyst is C(O)C. The product is [Br:1][C:2]1[CH:9]=[C:6]2[C:5](=[CH:4][CH:3]=1)[N:10]=[CH:23][C:22]([C:21]([O:20][CH2:18][CH3:19])=[O:30])=[CH:7]2. The yield is 0.600. (5) The reactants are [Cl:1][C:2]1[CH:7]=[CH:6][C:5]([NH:8][C:9](=[O:30])[NH:10][C:11]2[CH:16]=[CH:15][C:14]([N:17]3[C:25]4[C:20](=[C:21]([O:26]C(=O)C)[CH:22]=[CH:23][CH:24]=4)[CH:19]=[CH:18]3)=[CH:13][CH:12]=2)=[CH:4][C:3]=1[C:31]([F:34])([F:33])[F:32].[OH-].[Na+].Cl. The catalyst is O1CCCC1. The product is [Cl:1][C:2]1[CH:7]=[CH:6][C:5]([NH:8][C:9]([NH:10][C:11]2[CH:16]=[CH:15][C:14]([N:17]3[C:25]4[C:20](=[C:21]([OH:26])[CH:22]=[CH:23][CH:24]=4)[CH:19]=[CH:18]3)=[CH:13][CH:12]=2)=[O:30])=[CH:4][C:3]=1[C:31]([F:34])([F:32])[F:33]. The yield is 0.310. (6) The reactants are [Cl:1][C:2]1[CH:3]=[C:4]([CH:36]=[CH:37][CH:38]=1)[NH:5][C:6]1[N:11]=[C:10]([C:12]2[N:13]=[CH:14][N:15](C(C3C=CC=CC=3)(C3C=CC=CC=3)C3C=CC=CC=3)[CH:16]=2)[CH:9]=[CH:8][N:7]=1. The catalyst is CO.Cl. The product is [Cl:1][C:2]1[CH:3]=[C:4]([CH:36]=[CH:37][CH:38]=1)[NH:5][C:6]1[N:11]=[C:10]([C:12]2[NH:13][CH:14]=[N:15][CH:16]=2)[CH:9]=[CH:8][N:7]=1. The yield is 0.750. (7) The reactants are [NH:1]1[C:9]2[C:4](=[CH:5][CH:6]=[CH:7][CH:8]=2)[C:3]([C:10]([OH:12])=O)=[N:2]1.[CH3:13][O:14][C:15]1[CH:16]=[C:17]([C:23]2([CH2:28][NH2:29])[CH2:27][CH2:26][CH2:25][CH2:24]2)[CH:18]=[CH:19][C:20]=1[O:21][CH3:22].C(N(CC)CC)C.F[P-](F)(F)(F)(F)F.N1(OC(N(C)C)=[N+](C)C)C2N=CC=CC=2N=N1. The catalyst is C(#N)C. The product is [CH3:13][O:14][C:15]1[CH:16]=[C:17]([C:23]2([CH2:28][NH:29][C:10]([C:3]3[C:4]4[C:9](=[CH:8][CH:7]=[CH:6][CH:5]=4)[NH:1][N:2]=3)=[O:12])[CH2:24][CH2:25][CH2:26][CH2:27]2)[CH:18]=[CH:19][C:20]=1[O:21][CH3:22]. The yield is 0.0984.